Dataset: Full USPTO retrosynthesis dataset with 1.9M reactions from patents (1976-2016). Task: Predict the reactants needed to synthesize the given product. (1) Given the product [F:36][CH:37]([F:40])[CH2:38][NH:39][C:9](=[O:11])[CH2:8][CH2:7][C@H:6]([N:12]([CH3:35])[C:13]([C:15]1[CH:16]=[C:17]2[C:25](=[CH:26][CH:27]=1)[N:24]([CH3:28])[C:23]1[CH2:22][CH2:21][C@@H:20]([CH:29]3[CH2:30][CH2:31][O:32][CH2:33][CH2:34]3)[CH2:19][C:18]2=1)=[O:14])[CH2:5][OH:4], predict the reactants needed to synthesize it. The reactants are: C([O:4][CH2:5][C@@H:6]([N:12]([CH3:35])[C:13]([C:15]1[CH:16]=[C:17]2[C:25](=[CH:26][CH:27]=1)[N:24]([CH3:28])[C:23]1[CH2:22][CH2:21][C@@H:20]([CH:29]3[CH2:34][CH2:33][O:32][CH2:31][CH2:30]3)[CH2:19][C:18]2=1)=[O:14])[CH2:7][CH2:8][C:9]([OH:11])=O)(=O)C.[F:36][CH:37]([F:40])[CH2:38][NH2:39].F[P-](F)(F)(F)(F)F.N1(OC(N(C)C)=[N+](C)C)C2N=CC=CC=2N=N1.C(N(CC)C(C)C)(C)C.C[O-].[Na+]. (2) Given the product [C:12]([O:20][C:18]([N:15]1[CH2:14][CH2:13][CH:12]([CH:10]=[O:11])[CH2:17][CH2:16]1)=[O:19])([CH3:17])([CH3:13])[CH3:10], predict the reactants needed to synthesize it. The reactants are: [H-].[Al+3].[Li+].[H-].[H-].[H-].CON(C)[C:10]([CH:12]1[CH2:17][CH2:16][N:15]([C:18]([OH:20])=[O:19])[CH2:14][CH2:13]1)=[O:11]. (3) The reactants are: [Cl:1][C:2]1[N:7]=[C:6](Cl)[C:5]([F:9])=[CH:4][N:3]=1.[Cl:10][C:11]1[CH:12]=[C:13](B(O)O)[CH:14]=[CH:15][C:16]=1[Cl:17].C(=O)([O-])[O-].[K+].[K+]. Given the product [Cl:1][C:2]1[N:7]=[C:6]([C:14]2[CH:13]=[CH:12][C:11]([Cl:10])=[C:16]([Cl:17])[CH:15]=2)[C:5]([F:9])=[CH:4][N:3]=1, predict the reactants needed to synthesize it. (4) Given the product [CH3:23][S:24]([O:9][CH2:8][CH:4]1[CH2:3][C:2]([CH3:1])([S:10]([C:13]2[CH:18]=[CH:17][CH:16]=[C:15]([C:19]([F:20])([F:22])[F:21])[CH:14]=2)(=[O:11])=[O:12])[CH2:7][CH2:6][O:5]1)(=[O:26])=[O:25], predict the reactants needed to synthesize it. The reactants are: [CH3:1][C:2]1([S:10]([C:13]2[CH:18]=[CH:17][CH:16]=[C:15]([C:19]([F:22])([F:21])[F:20])[CH:14]=2)(=[O:12])=[O:11])[CH2:7][CH2:6][O:5][CH:4]([CH2:8][OH:9])[CH2:3]1.[CH3:23][S:24](Cl)(=[O:26])=[O:25].